This data is from Full USPTO retrosynthesis dataset with 1.9M reactions from patents (1976-2016). The task is: Predict the reactants needed to synthesize the given product. (1) The reactants are: C(P1(=O)OP(CCC)(=O)OP(CCC)(=O)O1)CC.[Si:19]([O:26][CH2:27][CH:28]([CH2:33][N:34]1[C:42]([C:43]2[CH:48]=[CH:47][CH:46]=[C:45]([F:49])[CH:44]=2)=[C:41]2[C:36]([N:37]([CH3:53])[C:38](=[O:52])[N:39]([CH3:51])[C:40]2=[O:50])=[CH:35]1)[CH2:29][C:30](O)=[O:31])([C:22]([CH3:25])([CH3:24])[CH3:23])([CH3:21])[CH3:20].CCN(C(C)C)C(C)C.Cl.[CH3:64][NH:65][O:66][CH3:67]. Given the product [Si:19]([O:26][CH2:27][CH:28]([CH2:33][N:34]1[C:42]([C:43]2[CH:48]=[CH:47][CH:46]=[C:45]([F:49])[CH:44]=2)=[C:41]2[C:36]([N:37]([CH3:53])[C:38](=[O:52])[N:39]([CH3:51])[C:40]2=[O:50])=[CH:35]1)[CH2:29][C:30]([N:65]([O:66][CH3:67])[CH3:64])=[O:31])([C:22]([CH3:24])([CH3:25])[CH3:23])([CH3:20])[CH3:21], predict the reactants needed to synthesize it. (2) Given the product [CH:1]1([C:4]2[NH:8][N:7]=[C:6]([NH:9][C:10]3[C:15]([NH2:16])=[CH:14][CH:13]=[C:12]([NH:19][C@H:20]([C:22]4[CH:23]=[CH:24][C:25]([F:28])=[CH:26][CH:27]=4)[CH3:21])[N:11]=3)[CH:5]=2)[CH2:3][CH2:2]1, predict the reactants needed to synthesize it. The reactants are: [CH:1]1([C:4]2[NH:8][N:7]=[C:6]([NH:9][C:10]3[C:15]([N+:16]([O-])=O)=[CH:14][CH:13]=[C:12]([NH:19][C@H:20]([C:22]4[CH:27]=[CH:26][C:25]([F:28])=[CH:24][CH:23]=4)[CH3:21])[N:11]=3)[CH:5]=2)[CH2:3][CH2:2]1.[Cl-].[NH4+].C([O-])(=O)C.[NH4+]. (3) Given the product [Cl:33][C:13]1[CH:14]=[C:15]2[C:10](=[CH:11][CH:12]=1)[CH:9]=[C:8]([CH2:7][C:6]([OH:34])=[O:5])[C:17]([CH3:18])=[C:16]2[C:19]1[CH:20]=[CH:21][C:22]([S:25]([N:28]2[CH2:32][CH2:31][CH2:30][CH2:29]2)(=[O:26])=[O:27])=[CH:23][CH:24]=1, predict the reactants needed to synthesize it. The reactants are: O.[OH-].[Li+].C[O:5][C:6](=[O:34])[CH2:7][C:8]1[C:17]([CH3:18])=[C:16]([C:19]2[CH:24]=[CH:23][C:22]([S:25]([N:28]3[CH2:32][CH2:31][CH2:30][CH2:29]3)(=[O:27])=[O:26])=[CH:21][CH:20]=2)[C:15]2[C:10](=[CH:11][CH:12]=[C:13]([Cl:33])[CH:14]=2)[CH:9]=1.C1COCC1.O. (4) Given the product [C:1]1([N:7]2[CH2:12][CH2:11][N:10]([C:28]([C@@H:21]3[C@@H:20]([C:18]([O:17][C:13]([CH3:16])([CH3:15])[CH3:14])=[O:19])[CH2:27][C:24]4([CH2:25][CH2:26]4)[CH2:23][NH:22]3)=[O:29])[CH2:9][CH2:8]2)[CH:6]=[CH:5][CH:4]=[CH:3][CH:2]=1, predict the reactants needed to synthesize it. The reactants are: [C:1]1([N:7]2[CH2:12][CH2:11][NH:10][CH2:9][CH2:8]2)[CH:6]=[CH:5][CH:4]=[CH:3][CH:2]=1.[C:13]([O:17][C:18]([C@H:20]1[CH2:27][C:24]2([CH2:26][CH2:25]2)[CH2:23][NH:22][C@@H:21]1[C:28](O)=[O:29])=[O:19])([CH3:16])([CH3:15])[CH3:14].F[P-](F)(F)(F)(F)F.N1(O[P+](N(C)C)(N(C)C)N(C)C)C2C=CC=CC=2N=N1.CN1CCOCC1. (5) Given the product [CH3:1][S:2]([O:5][C:6]1[CH:11]=[CH:10][CH:9]=[C:8]([C:12]2([C:20]3[CH:25]=[CH:24][C:23]([F:26])=[C:22]([Br:27])[CH:21]=3)[C:16](=[O:17])[N:15]([CH3:18])[C:14]([NH2:29])=[N:13]2)[CH:7]=1)(=[O:4])=[O:3], predict the reactants needed to synthesize it. The reactants are: [CH3:1][S:2]([O:5][C:6]1[CH:11]=[CH:10][CH:9]=[C:8]([C:12]2([C:20]3[CH:25]=[CH:24][C:23]([F:26])=[C:22]([Br:27])[CH:21]=3)[C:16](=[O:17])[N:15]([CH3:18])[C:14](=S)[NH:13]2)[CH:7]=1)(=[O:4])=[O:3].[OH-].[NH4+:29].C(OO)(C)(C)C. (6) Given the product [OH:22][C:21]([C:20]([F:33])([F:32])[F:19])=[O:15].[OH:22][C:21]([C:20]([F:33])([F:32])[F:19])=[O:46].[F:1][C:2]1[CH:3]=[C:4]([CH2:13][C:14]([NH:31][C@@H:29]([C:26]2[CH:25]=[CH:24][C:23]([O:22][CH2:21][C:20]([F:33])([F:19])[F:32])=[CH:28][N:27]=2)[CH3:30])=[O:16])[CH:5]=[N:6][C:7]=1[N:8]1[CH2:9][CH2:10][CH2:11][CH2:12]1, predict the reactants needed to synthesize it. The reactants are: [F:1][C:2]1[CH:3]=[C:4]([CH2:13][C:14]([OH:16])=[O:15])[CH:5]=[N:6][C:7]=1[N:8]1[CH2:12][CH2:11][CH2:10][CH2:9]1.Cl.Cl.[F:19][C:20]([F:33])([F:32])[CH2:21][O:22][C:23]1[CH:24]=[CH:25][C:26]([C@H:29]([NH2:31])[CH3:30])=[N:27][CH:28]=1.Cl.CN(C)CCCN=C=NCC.[OH:46]N1C2N=CC=CC=2N=N1.C(N(CC)CC)C. (7) Given the product [Cl:8][C:6]1[CH:7]=[C:2]([NH:25][C:21]2[CH:22]=[C:23]([CH3:24])[N:19]([CH3:18])[N:20]=2)[C:3](=[O:17])[N:4]([CH2:9][O:10][CH2:11][CH2:12][Si:13]([CH3:16])([CH3:15])[CH3:14])[N:5]=1, predict the reactants needed to synthesize it. The reactants are: Br[C:2]1[C:3](=[O:17])[N:4]([CH2:9][O:10][CH2:11][CH2:12][Si:13]([CH3:16])([CH3:15])[CH3:14])[N:5]=[C:6]([Cl:8])[CH:7]=1.[CH3:18][N:19]1[C:23]([CH3:24])=[CH:22][C:21]([NH2:25])=[N:20]1.C1(P(C2C=CC=CC=2)C2C3OC4C(=CC=CC=4P(C4C=CC=CC=4)C4C=CC=CC=4)C(C)(C)C=3C=CC=2)C=CC=CC=1. (8) Given the product [Cl:26][C:11]1[S:10][C:9]2[NH:27][C:6](=[O:7])[C:8]([C:9]#[N:27])=[C:6]([OH:7])[C:8]=2[C:12]=1[C:13]1[CH:14]=[CH:15][C:16]([O:19][CH2:20][C:21]([OH:23])=[O:22])=[CH:17][CH:18]=1, predict the reactants needed to synthesize it. The reactants are: [H-].[Na+].C(O[C:6]([C:8]1[C:12]([C:13]2[CH:18]=[CH:17][C:16]([O:19][CH2:20][C:21]([O:23]CC)=[O:22])=[CH:15][CH:14]=2)=[C:11]([Cl:26])[S:10][C:9]=1[NH2:27])=[O:7])C. (9) Given the product [NH2:1][C:2]1[N:7]=[CH:6][N:5]=[C:4]2[N:8]([C@@H:25]3[CH2:30][CH2:29][CH2:28][N:27]([C:31]([C:32](=[CH:33][C:34]([N:37]4[CH2:42][C@@H:41]([CH3:43])[NH:40][C@@H:39]([CH3:51])[CH2:38]4)([CH3:36])[CH3:35])[C:52]#[N:53])=[O:54])[CH2:26]3)[N:9]=[C:10]([C:11]3[CH:16]=[CH:15][C:14]([O:17][C:18]4[CH:23]=[CH:22][CH:21]=[CH:20][CH:19]=4)=[CH:13][C:12]=3[F:24])[C:3]=12, predict the reactants needed to synthesize it. The reactants are: [NH2:1][C:2]1[N:7]=[CH:6][N:5]=[C:4]2[N:8]([C@@H:25]3[CH2:30][CH2:29][CH2:28][N:27]([C:31](=[O:54])[C:32]([C:52]#[N:53])=[CH:33][C:34]([N:37]4[CH2:42][C@@H:41]([CH3:43])[N:40](C(OC(C)(C)C)=O)[C@@H:39]([CH3:51])[CH2:38]4)([CH3:36])[CH3:35])[CH2:26]3)[N:9]=[C:10]([C:11]3[CH:16]=[CH:15][C:14]([O:17][C:18]4[CH:23]=[CH:22][CH:21]=[CH:20][CH:19]=4)=[CH:13][C:12]=3[F:24])[C:3]=12. (10) Given the product [F:11][C:12]1[CH:17]=[CH:16][C:15]([C:2]2[CH:7]=[C:6]([CH3:8])[N:5]=[CH:4][C:3]=2[NH:9][CH3:10])=[C:14]([O:21][CH3:22])[CH:13]=1, predict the reactants needed to synthesize it. The reactants are: I[C:2]1[CH:7]=[C:6]([CH3:8])[N:5]=[CH:4][C:3]=1[NH:9][CH3:10].[F:11][C:12]1[CH:17]=[CH:16][C:15](B(O)O)=[C:14]([O:21][CH3:22])[CH:13]=1.